This data is from Full USPTO retrosynthesis dataset with 1.9M reactions from patents (1976-2016). The task is: Predict the reactants needed to synthesize the given product. (1) The reactants are: [N:1]1([C:7]2[N:12]=[C:11]([C:13]([N:15]3[CH2:20][CH2:19][CH2:18][CH2:17][CH:16]3[C:21]3[CH:26]=[CH:25][CH:24]=[CH:23][C:22]=3[CH3:27])=[O:14])[CH:10]=[CH:9][CH:8]=2)[CH2:6][CH2:5][NH:4][CH2:3][CH2:2]1.[ClH:28]. Given the product [ClH:28].[N:1]1([C:7]2[N:12]=[C:11]([C:13]([N:15]3[CH2:20][CH2:19][CH2:18][CH2:17][CH:16]3[C:21]3[CH:26]=[CH:25][CH:24]=[CH:23][C:22]=3[CH3:27])=[O:14])[CH:10]=[CH:9][CH:8]=2)[CH2:6][CH2:5][NH:4][CH2:3][CH2:2]1, predict the reactants needed to synthesize it. (2) Given the product [C:22]([O:21][C:20](=[O:26])[NH:19][CH:16]1[CH2:17][CH2:18][N:13]([C:2]2[C:7]([Cl:8])=[CH:6][C:5]([C:9]([F:12])([F:11])[F:10])=[CH:4][N:3]=2)[CH2:14][CH2:15]1)([CH3:25])([CH3:23])[CH3:24], predict the reactants needed to synthesize it. The reactants are: Cl[C:2]1[C:7]([Cl:8])=[CH:6][C:5]([C:9]([F:12])([F:11])[F:10])=[CH:4][N:3]=1.[NH:13]1[CH2:18][CH2:17][CH:16]([NH:19][C:20](=[O:26])[O:21][C:22]([CH3:25])([CH3:24])[CH3:23])[CH2:15][CH2:14]1.C(=O)([O-])N.[K+]. (3) The reactants are: [CH3:1][CH:2]([C:6]([OH:8])=[O:7])[C:3]([OH:5])=[O:4].[OH-].[Na+].[N+]([O-])(O)=O.[N+]([O-])([O-])=O.[Ag+:19]. Given the product [CH3:1][CH:2]([C:6]([O-:8])=[O:7])[C:3]([O-:5])=[O:4].[Ag+2:19], predict the reactants needed to synthesize it. (4) Given the product [OH:17][CH:18]1[CH2:22][N:21]([C:2]2[CH:7]=[CH:6][C:5]([N+:8]([O-:10])=[O:9])=[CH:4][CH:3]=2)[CH:20]([C:23]([OH:25])=[O:24])[CH2:19]1, predict the reactants needed to synthesize it. The reactants are: F[C:2]1[CH:7]=[CH:6][C:5]([N+:8]([O-:10])=[O:9])=[CH:4][CH:3]=1.C(=O)([O-])[O-].[K+].[K+].[OH:17][C@H:18]1[CH2:22][NH:21][C@H:20]([C:23]([OH:25])=[O:24])[CH2:19]1. (5) Given the product [F:15][C:16]1[CH:21]=[CH:20][C:19]([S:22]([CH3:23])=[O:5])=[C:18]([N+:24]([O-:26])=[O:25])[CH:17]=1, predict the reactants needed to synthesize it. The reactants are: C(O[O-])(=O)C1C(=CC=CC=1)C([O-])=[O:5].[Mg+2].[F:15][C:16]1[CH:21]=[CH:20][C:19]([S:22][CH3:23])=[C:18]([N+:24]([O-:26])=[O:25])[CH:17]=1. (6) Given the product [F:1][C:2]([F:36])([F:35])[C:3]1[CH:4]=[C:5]([C:13]([CH3:34])([CH3:33])[C:14]([N:16]([C:18]2[CH:19]=[N:20][C:21]([O:40][CH2:39][C@@H:38]3[CH2:41][CH2:42][CH2:43][NH:37]3)=[CH:22][C:23]=2[C:24]2[CH:29]=[CH:28][C:27]([F:30])=[CH:26][C:25]=2[CH3:31])[CH3:17])=[O:15])[CH:6]=[C:7]([C:9]([F:12])([F:11])[F:10])[CH:8]=1, predict the reactants needed to synthesize it. The reactants are: [F:1][C:2]([F:36])([F:35])[C:3]1[CH:4]=[C:5]([C:13]([CH3:34])([CH3:33])[C:14]([N:16]([C:18]2[CH:19]=[N:20][C:21](Cl)=[CH:22][C:23]=2[C:24]2[CH:29]=[CH:28][C:27]([F:30])=[CH:26][C:25]=2[CH3:31])[CH3:17])=[O:15])[CH:6]=[C:7]([C:9]([F:12])([F:11])[F:10])[CH:8]=1.[NH:37]1[CH2:43][CH2:42][CH2:41][C@H:38]1[CH2:39][OH:40].[OH-].[Na+]. (7) The reactants are: [CH:1]1([CH:4]([NH:16][CH:17]=O)[CH2:5][C:6]2[CH:11]=[CH:10][C:9]([O:12][CH3:13])=[C:8]([O:14][CH3:15])[CH:7]=2)[CH2:3][CH2:2]1.O=P(Cl)(Cl)Cl.[OH-].[NH4+]. Given the product [CH:1]1([CH:4]2[CH2:5][C:6]3[C:11](=[CH:10][C:9]([O:12][CH3:13])=[C:8]([O:14][CH3:15])[CH:7]=3)[CH:17]=[N:16]2)[CH2:2][CH2:3]1, predict the reactants needed to synthesize it. (8) The reactants are: [Br:1][C:2]1[CH:10]=[CH:9][CH:8]=[C:7]2[C:3]=1[CH:4]=[C:5]([C:11]([OH:13])=O)[NH:6]2.Cl.Cl.Cl.[NH2:17][CH:18]1[CH2:23][CH2:22][N:21]([CH2:24][CH2:25][N:26]2[CH:31]3[CH2:32][CH2:33][CH:27]2[CH2:28][CH:29]([OH:34])[CH2:30]3)[CH2:20][CH2:19]1. Given the product [OH:34][CH:29]1[CH2:30][CH:31]2[N:26]([CH2:25][CH2:24][N:21]3[CH2:22][CH2:23][CH:18]([NH:17][C:11]([C:5]4[NH:6][C:7]5[C:3]([CH:4]=4)=[C:2]([Br:1])[CH:10]=[CH:9][CH:8]=5)=[O:13])[CH2:19][CH2:20]3)[CH:27]([CH2:33][CH2:32]2)[CH2:28]1, predict the reactants needed to synthesize it. (9) Given the product [Cl:42][C:36]1[CH:37]=[C:38]([Cl:41])[CH:39]=[CH:40][C:35]=1[C:16]1[N:15]([C:12]2[CH:11]=[CH:10][C:9]([OH:8])=[CH:14][CH:13]=2)[C:19]([CH3:20])=[C:18]([C:21]([NH:23][C:24]2[CH:29]=[CH:28][C:27]([O:30][C:31]([F:34])([F:33])[F:32])=[CH:26][CH:25]=2)=[O:22])[N:17]=1, predict the reactants needed to synthesize it. The reactants are: C([O:8][C:9]1[CH:14]=[CH:13][C:12]([N:15]2[C:19]([CH3:20])=[C:18]([C:21]([NH:23][C:24]3[CH:29]=[CH:28][C:27]([O:30][C:31]([F:34])([F:33])[F:32])=[CH:26][CH:25]=3)=[O:22])[N:17]=[C:16]2[C:35]2[CH:40]=[CH:39][C:38]([Cl:41])=[CH:37][C:36]=2[Cl:42])=[CH:11][CH:10]=1)C1C=CC=CC=1.C(O)C.